Dataset: NCI-60 drug combinations with 297,098 pairs across 59 cell lines. Task: Regression. Given two drug SMILES strings and cell line genomic features, predict the synergy score measuring deviation from expected non-interaction effect. (1) Drug 1: C1C(C(OC1N2C=NC3=C(N=C(N=C32)Cl)N)CO)O. Drug 2: CC1=C(C(CCC1)(C)C)C=CC(=CC=CC(=CC(=O)O)C)C. Cell line: HCC-2998. Synergy scores: CSS=61.0, Synergy_ZIP=0.352, Synergy_Bliss=-0.822, Synergy_Loewe=-31.6, Synergy_HSA=-3.16. (2) Cell line: HS 578T. Drug 2: CC1=CC=C(C=C1)C2=CC(=NN2C3=CC=C(C=C3)S(=O)(=O)N)C(F)(F)F. Drug 1: CN(C)N=NC1=C(NC=N1)C(=O)N. Synergy scores: CSS=1.71, Synergy_ZIP=0.775, Synergy_Bliss=1.07, Synergy_Loewe=-2.52, Synergy_HSA=-1.60. (3) Drug 1: C1C(C(OC1N2C=C(C(=O)NC2=O)F)CO)O. Drug 2: CCC1(CC2CC(C3=C(CCN(C2)C1)C4=CC=CC=C4N3)(C5=C(C=C6C(=C5)C78CCN9C7C(C=CC9)(C(C(C8N6C)(C(=O)OC)O)OC(=O)C)CC)OC)C(=O)OC)O.OS(=O)(=O)O. Cell line: UACC62. Synergy scores: CSS=19.8, Synergy_ZIP=-6.98, Synergy_Bliss=-1.16, Synergy_Loewe=-11.1, Synergy_HSA=-1.65. (4) Drug 1: CC1=CC2C(CCC3(C2CCC3(C(=O)C)OC(=O)C)C)C4(C1=CC(=O)CC4)C. Drug 2: C1CNP(=O)(OC1)N(CCCl)CCCl. Cell line: NCI-H322M. Synergy scores: CSS=-7.42, Synergy_ZIP=1.37, Synergy_Bliss=-6.52, Synergy_Loewe=-10.9, Synergy_HSA=-10.8. (5) Drug 1: C1CCC(C1)C(CC#N)N2C=C(C=N2)C3=C4C=CNC4=NC=N3. Drug 2: CC12CCC3C(C1CCC2OP(=O)(O)O)CCC4=C3C=CC(=C4)OC(=O)N(CCCl)CCCl.[Na+]. Cell line: 786-0. Synergy scores: CSS=2.29, Synergy_ZIP=-0.182, Synergy_Bliss=-0.0424, Synergy_Loewe=-1.62, Synergy_HSA=0.127. (6) Drug 1: C1CN1C2=NC(=NC(=N2)N3CC3)N4CC4. Drug 2: CN(CCCl)CCCl.Cl. Cell line: SK-MEL-2. Synergy scores: CSS=31.4, Synergy_ZIP=-13.8, Synergy_Bliss=-7.65, Synergy_Loewe=-6.22, Synergy_HSA=-2.65. (7) Drug 1: C1=NC2=C(N=C(N=C2N1C3C(C(C(O3)CO)O)F)Cl)N. Drug 2: CC(C)(C#N)C1=CC(=CC(=C1)CN2C=NC=N2)C(C)(C)C#N. Cell line: HOP-62. Synergy scores: CSS=0.157, Synergy_ZIP=3.50, Synergy_Bliss=9.57, Synergy_Loewe=3.89, Synergy_HSA=4.00.